Dataset: Full USPTO retrosynthesis dataset with 1.9M reactions from patents (1976-2016). Task: Predict the reactants needed to synthesize the given product. (1) Given the product [Cl:1][C:2]1[CH:3]=[C:4]([C:9]2[CH:13]=[C:12]([O:14][CH2:15][CH2:16][C:17]([NH:19][CH:20]([CH:25]([CH3:27])[CH3:26])[CH2:21][CH2:22][CH:23]=[O:24])=[O:18])[N:11]([C:28]3[CH:37]=[CH:36][C:35]4[C:30](=[CH:31][CH:32]=[CH:33][CH:34]=4)[CH:29]=3)[N:10]=2)[CH:5]=[C:6]([Cl:8])[CH:7]=1, predict the reactants needed to synthesize it. The reactants are: [Cl:1][C:2]1[CH:3]=[C:4]([C:9]2[CH:13]=[C:12]([O:14][CH2:15][CH2:16][C:17]([NH:19][CH:20]([CH:25]([CH3:27])[CH3:26])[CH2:21][CH2:22][CH2:23][OH:24])=[O:18])[N:11]([C:28]3[CH:37]=[CH:36][C:35]4[C:30](=[CH:31][CH:32]=[CH:33][CH:34]=4)[CH:29]=3)[N:10]=2)[CH:5]=[C:6]([Cl:8])[CH:7]=1.CC(OI1(OC(C)=O)(OC(C)=O)OC(=O)C2C=CC=CC1=2)=O. (2) Given the product [Br:14][C:15]1[CH:16]=[C:17]([C:27]([NH:1][C:2]2[C:10]([CH3:11])=[CH:9][C:8]([C:12]#[N:13])=[CH:7][C:3]=2[C:4]([OH:6])=[O:5])=[O:28])[N:18]([C:20]2[C:25]([Cl:26])=[CH:24][CH:23]=[CH:22][N:21]=2)[N:19]=1, predict the reactants needed to synthesize it. The reactants are: [NH2:1][C:2]1[C:10]([CH3:11])=[CH:9][C:8]([C:12]#[N:13])=[CH:7][C:3]=1[C:4]([OH:6])=[O:5].[Br:14][C:15]1[CH:16]=[C:17]([C:27](Cl)=[O:28])[N:18]([C:20]2[C:25]([Cl:26])=[CH:24][CH:23]=[CH:22][N:21]=2)[N:19]=1.C(N(CC)CC)C.